This data is from Reaction yield outcomes from USPTO patents with 853,638 reactions. The task is: Predict the reaction yield, written as a fraction of the theoretical maximum amount of product (1.0 means a 100% yield; for example, 0.34 means a 34% yield). (1) The reactants are C[O:2][C:3](=[O:24])[C:4]1[CH:9]=[CH:8][C:7]([S:10][C:11]2[CH:16]=[CH:15][C:14]([CH2:17][N:18]3[CH2:23][CH2:22][O:21][CH2:20][CH2:19]3)=[CH:13][CH:12]=2)=[CH:6][CH:5]=1.[OH-].[Na+].Cl. The catalyst is O1CCOCC1. The product is [N:18]1([CH2:17][C:14]2[CH:15]=[CH:16][C:11]([S:10][C:7]3[CH:6]=[CH:5][C:4]([C:3]([OH:24])=[O:2])=[CH:9][CH:8]=3)=[CH:12][CH:13]=2)[CH2:23][CH2:22][O:21][CH2:20][CH2:19]1. The yield is 0.250. (2) The reactants are C(C1N([CH2:14][C:15]2[CH:32]=[CH:31][C:18]3/[C:19](=[CH:28]/[C:29]#[N:30])/[C:20]4[CH:27]=[CH:26][CH:25]=[CH:24][C:21]=4[CH2:22][CH2:23][C:17]=3[CH:16]=2)C2=NC(C)=CC(C)=C2N=1)C.CC(OI1(OC(C)=O)(OC(C)=O)OC(=O)C2C1=CC=CC=2)=[O:35].C(O)(C)C.O. The catalyst is ClCCl. The product is [CH:14]([C:15]1[CH:32]=[CH:31][C:18]2/[C:19](=[CH:28]/[C:29]#[N:30])/[C:20]3[CH:27]=[CH:26][CH:25]=[CH:24][C:21]=3[CH2:22][CH2:23][C:17]=2[CH:16]=1)=[O:35]. The yield is 1.00. (3) The reactants are Br[C:2]1[C:7]([F:8])=[CH:6][C:5]([C@@H:9]([NH:11][S@@:12]([C:14]([CH3:17])([CH3:16])[CH3:15])=[O:13])[CH3:10])=[C:4]([F:18])[CH:3]=1.[CH3:19][N:20]1[CH:24]=[C:23](B(O)O)[CH:22]=[N:21]1.C([O-])([O-])=O.[Na+].[Na+].C(Cl)Cl. The yield is 0.737. The product is [F:18][C:4]1[CH:3]=[C:2]([C:23]2[CH:22]=[N:21][N:20]([CH3:19])[CH:24]=2)[C:7]([F:8])=[CH:6][C:5]=1[C@@H:9]([NH:11][S@@:12]([C:14]([CH3:17])([CH3:16])[CH3:15])=[O:13])[CH3:10]. The catalyst is [NH4+].[Cl-].CCOC(C)=O.C1C=CC(P(C2C=CC=CC=2)[C-]2C=CC=C2)=CC=1.C1C=CC(P(C2C=CC=CC=2)[C-]2C=CC=C2)=CC=1.Cl[Pd]Cl.[Fe+2].CCOC(C)=O.CCCCCCC.COCCOC. (4) The reactants are [CH2:1]([OH:4])[C:2]#[CH:3].N1C=CN=C1.[CH3:10][C:11]([Si:14](Cl)([CH3:16])[CH3:15])([CH3:13])[CH3:12].[Cl-].[NH4+]. The catalyst is ClC(Cl)C. The product is [C:11]([Si:14]([CH3:16])([CH3:15])[O:4][CH2:1][C:2]#[CH:3])([CH3:13])([CH3:12])[CH3:10]. The yield is 0.670. (5) The reactants are [CH2:1]([O:8][C:9]1[C:14]([N+:15]([O-:17])=[O:16])=[C:13](Cl)[CH:12]=[CH:11][N:10]=1)[C:2]1[CH:7]=[CH:6][CH:5]=[CH:4][CH:3]=1.[Cl:19][C:20]1[CH:25]=[C:24]([O:26][CH:27]([F:29])[F:28])[CH:23]=[CH:22][C:21]=1B(O)O.CCOC(C)=O.O. The catalyst is COCCOC.O.Cl[Pd](Cl)([P](C1C=CC=CC=1)(C1C=CC=CC=1)C1C=CC=CC=1)[P](C1C=CC=CC=1)(C1C=CC=CC=1)C1C=CC=CC=1. The product is [CH2:1]([O:8][C:9]1[C:14]([N+:15]([O-:17])=[O:16])=[C:13]([C:21]2[CH:22]=[CH:23][C:24]([O:26][CH:27]([F:28])[F:29])=[CH:25][C:20]=2[Cl:19])[CH:12]=[CH:11][N:10]=1)[C:2]1[CH:7]=[CH:6][CH:5]=[CH:4][CH:3]=1. The yield is 0.680.